This data is from Forward reaction prediction with 1.9M reactions from USPTO patents (1976-2016). The task is: Predict the product of the given reaction. (1) Given the reactants [NH2:1][CH2:2][C:3]1[CH:8]=[CH:7][C:6]([NH:9][C:10]([NH:12][CH2:13][C:14]2[CH:19]=[CH:18][CH:17]=[CH:16][CH:15]=2)=[O:11])=[CH:5][CH:4]=1.Cl[C:21]1[N:26]=[CH:25][CH:24]=[CH:23][N:22]=1.C(N(CC)CC)C, predict the reaction product. The product is: [CH2:13]([NH:12][C:10]([NH:9][C:6]1[CH:5]=[CH:4][C:3]([CH2:2][NH:1][C:21]2[N:26]=[CH:25][CH:24]=[CH:23][N:22]=2)=[CH:8][CH:7]=1)=[O:11])[C:14]1[CH:15]=[CH:16][CH:17]=[CH:18][CH:19]=1. (2) Given the reactants [Cl:1][C:2]1[CH:3]=[N:4][C:5]2[C:10]([C:11]=1[C:12]#[N:13])=[N:9][C:8]([O:14][CH3:15])=[CH:7][CH:6]=2.[OH-:16].[Na+], predict the reaction product. The product is: [Cl:1][C:2]1[CH:3]=[N:4][C:5]2[C:10]([C:11]=1[C:12]([NH2:13])=[O:16])=[N:9][C:8]([O:14][CH3:15])=[CH:7][CH:6]=2. (3) Given the reactants [CH2:1]([Li])[CH2:2][CH2:3][CH3:4].C(NC(C)C)(C)C.[CH3:13][C:14]1[CH:23]=[CH:22][C:21]2[C:16](=CC=[C:19](C)[CH:20]=2)N=1.[P:25](Cl)([O:29]C)([O:27][CH3:28])=[O:26].[Cl-].[NH4+], predict the reaction product. The product is: [CH3:28][O:27][P:25]([CH2:1][C:2]1[CH:13]=[CH:14][C:23]2[C:4](=[CH:19][CH:20]=[C:21]([CH3:16])[CH:22]=2)[CH:3]=1)(=[O:26])[OH:29]. (4) Given the reactants [Na+].[Cl-].[CH2:3]([C:10](=[C:13]=[CH2:14])[CH2:11][OH:12])[C:4]1[CH:9]=[CH:8][CH:7]=[CH:6][CH:5]=1, predict the reaction product. The product is: [CH2:3]([C:10](=[C:13]=[CH2:14])[CH:11]=[O:12])[C:4]1[CH:9]=[CH:8][CH:7]=[CH:6][CH:5]=1. (5) Given the reactants [OH:1][C:2]1[CH:7]=[CH:6][C:5]([CH2:8][CH2:9][CH2:10][CH2:11][C:12](OCC)=[O:13])=[CH:4][C:3]=1[O:17][CH3:18].CC(C[AlH]CC(C)C)C.CO.Cl, predict the reaction product. The product is: [OH:1][C:2]1[CH:7]=[CH:6][C:5]([CH2:8][CH2:9][CH2:10][CH2:11][CH:12]=[O:13])=[CH:4][C:3]=1[O:17][CH3:18]. (6) Given the reactants C(O)(=O)C.[CH3:5][C:6]1[C:14]([C:15]([F:18])([F:17])[F:16])=[CH:13][CH:12]=[CH:11][C:7]=1[C:8]([OH:10])=[O:9].[N+]([O-])(O)=O.[Br:23]Br, predict the reaction product. The product is: [Br:23][C:12]1[CH:13]=[C:14]([C:15]([F:16])([F:17])[F:18])[C:6]([CH3:5])=[C:7]([CH:11]=1)[C:8]([OH:10])=[O:9]. (7) The product is: [CH2:9]([C:2]1[CH:7]=[CH:6][C:5]([CH2:6][CH2:7][CH2:2][CH2:3][CH2:4][CH3:5])=[CH:4][CH:3]=1)[CH2:10][CH2:11][CH2:12][CH2:13][CH3:14]. Given the reactants Cl[C:2]1[CH:7]=[CH:6][C:5](Cl)=[CH:4][CH:3]=1.[CH2:9]([Mg]Br)[CH2:10][CH2:11][CH2:12][CH2:13][CH3:14], predict the reaction product. (8) Given the reactants [C:1]([C:5]1[CH:6]=[C:7]([C:13](O)=O)[N:8]([CH:10]([CH3:12])[CH3:11])[N:9]=1)([CH3:4])([CH3:3])[CH3:2].[Br:16][C:17]1[CH:22]=[CH:21][C:20]([NH2:23])=[C:19]([NH2:24])[CH:18]=1.C1CCC(N=C=NC2CCCCC2)CC1.CC1C=CC(S(O)(=O)=O)=CC=1.O.[OH-].[Na+], predict the reaction product. The product is: [Br:16][C:17]1[CH:22]=[CH:21][C:20]2[NH:23][C:13]([C:7]3[N:8]([CH:10]([CH3:12])[CH3:11])[N:9]=[C:5]([C:1]([CH3:4])([CH3:3])[CH3:2])[CH:6]=3)=[N:24][C:19]=2[CH:18]=1. (9) The product is: [CH3:2][O:3][NH:4][C@@H:16]([CH3:21])[C:17]([O:19][CH3:20])=[O:18]. Given the reactants Cl.[CH3:2][O:3][NH2:4].[OH-].[Na+].CON.FC(F)(F)S(O[C@H:16]([CH3:21])[C:17]([O:19][CH3:20])=[O:18])(=O)=O, predict the reaction product. (10) Given the reactants OO.[Cl:3][C:4]1[CH:5]=[CH:6][C:7]([O:31][CH3:32])=[C:8]([CH:30]=1)[C:9]([NH:11][CH2:12][CH2:13][CH:14]1[CH2:19][CH2:18][N:17]([S:20]([NH:23][C:24]([NH:26][CH:27]([CH3:29])[CH3:28])=S)(=[O:22])=[O:21])[CH2:16][CH2:15]1)=[O:10].S([O-])([O-])=[O:34].[Na+].[Na+].Cl, predict the reaction product. The product is: [Cl:3][C:4]1[CH:5]=[CH:6][C:7]([O:31][CH3:32])=[C:8]([CH:30]=1)[C:9]([NH:11][CH2:12][CH2:13][CH:14]1[CH2:19][CH2:18][N:17]([S:20]([NH:23][C:24]([NH:26][CH:27]([CH3:29])[CH3:28])=[O:34])(=[O:22])=[O:21])[CH2:16][CH2:15]1)=[O:10].